From a dataset of Human Reference Interactome with 51,813 positive PPI pairs across 8,248 proteins, plus equal number of experimentally-validated negative pairs. Binary Classification. Given two protein amino acid sequences, predict whether they physically interact or not. (1) Protein 1 (ENSG00000188379) has sequence MALTFALLVALLVLSCKSSCSVGCDLPQTHSLGSRRTLMLLAQMRRISLFSCLKDRHDFGFPQEEFGNQFQKAETIPVLHEMIQQIFNLFSTKDSSAAWDETLLDKFYTELYQQLNDLEACVIQGVGVTETPLMKEDSILAVRKYFQRITLYLKEKKYSPCAWEVVRAEIMRSFSLSTNLQESLRSKE*. Protein 2 (ENSG00000213551) has sequence MGLLDLCEEVFGTADLYRVLGVRREASDGEVRRGYHKVSLQVHPDRVGEGDKEDATRRFQILGKVYSVLSDREQRAVYDEQGTVDEDSPVLTQDRDWEAYWRLLFKKISLEDIQAFEKTYKGSEEELADIKQAYLDFKGDMDQIMESVLCVQYTEEPRIRNIIQQAIDAGEVPSYNAFVKESKQKMNARKRRAQEEAKEAEMSRKELGLDEGVDSLKAAIQSRQKDRQKEMDNFLAQMEAKYCKSSKGGGKKSALKKEKK*. Result: 0 (the proteins do not interact). (2) Protein 1 (ENSG00000090659) has sequence MSDSKEPRLQQLGLLVSKVPSSISQEQSRQDAIYQNLTQLKAAVGELSEKSKLQEIYQELTQLKAAVGELPEKSKLQEIYQELTRLKAAVGELPEKSKLQEIYQELTWLKAAVGELPEKSKMQEIYQELTRLKAAVGELPEKSKQQEIYQELTRLKAAVGELPEKSKQQEIYQELTRLKAAVGELPEKSKQQEIYQELTQLKAAVERLCHPCPWEWTFFQGNCYFMSNSQRNWHDSITACKEVGAQLVVIKSAEEQNFLQLQSSRSNRFTWMGLSDLNQEGTWQWVDGSPLLPSFKQYWN.... Protein 2 (ENSG00000106268) has sequence MSGISPQQMGEPEGSWSGKNPGTMGASRLYTLVLVLQPQRVLLGMKKRGFGAGRWNGFGGKVQEGETIEDGARRELQEESGLTVDALHKVGQIVFEFVGEPELMDVHVFCTDSIQGTPVESDEMRPCWFQLDQIPFKDMWPDDSYWFPLLLQKKKFHGYFKFQGQDTILDYTLREVDTV*MGASRLYTLVLVLQPQRVLLGMKKRGFGAGRWNGFGGKVQEGETIEDGARRELQEESGLTVDALHKVGQIVFEFVGEPELMDVHVFCTDSIQGTPVESDEMRPCWFQLDQIPFKDMWPDD.... Result: 0 (the proteins do not interact). (3) Protein 1 (ENSG00000149743) has sequence MNFSGGGRQEAAGSRGRRAPRPREQDRDVQLSKALSYALRHGALKLGLPMGADGFVPLGTLLQLPQFRGFSAEDVQRVVDTNRKQRFALQLGDPSTGLLIRANQGHSLQVPKLELMPLETPQALPPMLVHGTFWKHWPSILLKGLSCQGRTHIHLAPGLPGDPGIISGMRSHCEIAVFIDGPLALADGIPFFRSANGVILTPGNTDGFLLPKYFKEALQLRPTRKPLSLAGDEETECQSSPKHSSRERRRIQQ*MGADGFVPLGTLLQLPQFRGFSAEDVQRVVDTNRKQRFALQLGDPS.... Protein 2 (ENSG00000085365) has sequence XELDRREREMQNLSQHGRKNNWPPLPSNFPVGPCFYQDFSVDIPVEFQKTVKLMYYLWMFHAVTLFLNIFGCLAWFCVDSARAVDFGLSILWFLLFTPCSFVCWYRPLYGAFSGWISSLTGLNQNIPVGIMMIIIAALFTASAVISLVMFKKVHGLYRTTGASFEKAQQEFATGVMSNKTVQTAAANAASTAASSAAQNAFKGNQI*MVTLFNHGGASRPFSKVAVPFYIPASSVWDPSVTQVTRNVPPGLDEYNPFSDSRTPPPGGVKMPNVPNTQPAIMKPTEEHPAYTQIAKEHALA.... Result: 0 (the proteins do not interact). (4) Protein 1 (ENSG00000163040) has sequence MSGAGVAAGTRPPSSPTPGSRRRRQRPSVGVQSLRPQSPQLRQSDPQKRNLDLEKSLQFLQQQHSEMLAKLHEEIEHLKRENKDLHYKLIMNQTSQKKDGPSGNHLSRASAPLGARWVCINGVWVEPGGPSPARLKEGSSRTHRPGGKRGRLAGGSADTVRSPADSLSMSSFQSVKSISNSGKARPQPGSFNKQDSKADVSQKADLEEEPLLHNSKLDKVPGVQGQARKEKAEASNAGAACMGNSQHQGRQMGAGAHPPMILPLPLRKPTTLRQCEVLIRELWNTNLLQTQELRHLKSLL.... Protein 2 (ENSG00000168522) has sequence MAATEGVGEAAQGGEPGQPAQPPPQPHPPPPQQQHKEEMAAEAGEAVASPMDDGFVSLDSPSYVLYRDRAEWADIDPVPQNDGPNPVVQIIYSDKFRDVYDYFRAVLQRDERSERAFKLTRDAIELNAANYTVWHFRRVLLKSLQKDLHEEMNYITAIIEEQPKNYQVWHHRRVLVEWLRDPSQELEFIADILNQDAKNYHAWQHRQWVIQEFKLWDNELQYVDQLLKEDVRNNSVWNQRYFVISNTTGYNDRAVLEREVQYTLEMIKLVPHNESAWNYLKGILQDRGLSKYPNLLNQLL.... Result: 0 (the proteins do not interact). (5) Protein 2 (ENSG00000254093) has sequence MSMLAERRRKQKWAVDPQNTAWSNDDSKFGQRMLEKMGWSKGKGLGAQEQGATDHIKVQVKNNHLGLGATINNEDNWIAHQDDFNQLLAELNTCHGQETTDSSDKKEKKSFSLEEKSKISKNRVHYMKFTKGKDLSSRSKTDLDCIFGKRQSKKTPEGDASPSTPEENETTTTSAFTIQEYFAKRMAALKNKPQVPVPGSDISETQVERKRGKKRNKEATGKDVESYLQPKAKRHTEGKPERAEAQERVAKKKSAPAEEQLRGPCWDQSSKASAQDAGDHVQPPEGRDFTLKPKKRRGKK.... Protein 1 (ENSG00000175782) has sequence MALLVDRVRGHWRIAAGLLFNLLVSICIVFLNKWIYVYHGFPNMSLTLVHFVVTWLGLYICQKLDIFAPKSLPPSRLLLLALSFCGFVVFTNLSLQNNTIGTYQLAKAMTTPVIIAIQTFCYQKTFSTRIQLTLIPITLGVILNSYYDVKFNFLGMVFAALGVLVTSLYQVWVGAKQHELQVNSMQLLYYQAPMSSAMLLVAVPFFEPVFGEGGIFGPWSVSALLMVLLSGVIAFMVNLSIYWIIGNTSPVTYNMFGHFKFCITLFGGYVLFKDPLSINQALGILCTLFGILAYTHFKLS.... Result: 0 (the proteins do not interact).